Dataset: Reaction yield outcomes from USPTO patents with 853,638 reactions. Task: Predict the reaction yield, written as a fraction of the theoretical maximum amount of product (1.0 means a 100% yield; for example, 0.34 means a 34% yield). (1) The reactants are C[O:2][C:3]([C@H:5]1[CH2:10][CH2:9][C@H:8]([O:11][C:12]2[CH:17]=[CH:16][CH:15]=[C:14]([O:18][CH3:19])[CH:13]=2)[CH2:7][CH2:6]1)=O.O.[NH2:21][NH2:22]. No catalyst specified. The product is [CH3:19][O:18][C:14]1[CH:13]=[C:12]([CH:17]=[CH:16][CH:15]=1)[O:11][C@H:8]1[CH2:9][CH2:10][C@H:5]([C:3]([NH:21][NH2:22])=[O:2])[CH2:6][CH2:7]1. The yield is 0.920. (2) The reactants are [C:1]([OH:7])(=[O:6])[CH2:2][C:3]([OH:5])=[O:4].[Cl:8][C:9]1[CH:14]=[C:13]([Cl:15])[CH:12]=[C:11]([Cl:16])[C:10]=1O.P(Cl)(Cl)(Cl)=O. No catalyst specified. The product is [Cl:8][C:9]1[CH:14]=[C:13]([Cl:15])[CH:12]=[C:11]([Cl:16])[C:10]=1[O:4][C:3](=[O:5])[CH2:2][C:1]([O:7][C:10]1[C:9]([Cl:8])=[CH:14][C:13]([Cl:15])=[CH:12][C:11]=1[Cl:16])=[O:6]. The yield is 0.950. (3) The reactants are [CH3:1][C:2]1([NH:8][C:9]([C:11]2[C:12]3[C:26]([CH3:27])=[N:25][N:24](C4CCCCO4)[C:13]=3[N:14]=[C:15]([C:17]3[CH:22]=[CH:21][C:20]([OH:23])=[CH:19][CH:18]=3)[CH:16]=2)=[O:10])[CH2:7][CH2:6][NH:5][CH2:4][CH2:3]1.Cl. The catalyst is C1COCC1. The product is [CH3:1][C:2]1([NH:8][C:9]([C:11]2[C:12]3[C:26]([CH3:27])=[N:25][NH:24][C:13]=3[N:14]=[C:15]([C:17]3[CH:22]=[CH:21][C:20]([OH:23])=[CH:19][CH:18]=3)[CH:16]=2)=[O:10])[CH2:7][CH2:6][NH:5][CH2:4][CH2:3]1. The yield is 0.990. (4) The reactants are CC1N=C(N2CCN(C3C=CC=CC=3)C2=O)SC=1C(OCC)=O.[C:24]([C:27]1[S:31][C:30]([N:32]2[CH2:36][CH2:35][N:34]([CH2:37][C:38]3[CH:47]=[CH:46][C:41]([C:42]([O:44]C)=[O:43])=[CH:40][CH:39]=3)[C:33]2=[O:48])=[N:29][C:28]=1[CH3:49])(=[O:26])[CH3:25]. No catalyst specified. The product is [C:24]([C:27]1[S:31][C:30]([N:32]2[CH2:36][CH2:35][N:34]([CH2:37][C:38]3[CH:47]=[CH:46][C:41]([C:42]([OH:44])=[O:43])=[CH:40][CH:39]=3)[C:33]2=[O:48])=[N:29][C:28]=1[CH3:49])(=[O:26])[CH3:25]. The yield is 0.850. (5) The reactants are [CH3:1][C:2]1[CH:3]=[C:4]([CH:7]=[CH:8][C:9]=1[O:10][CH2:11][CH2:12][CH2:13][N:14]1[CH2:19][CH2:18][N:17]([CH3:20])[CH2:16][CH2:15]1)[CH:5]=O.[CH3:21][C:22]1[C:27]([CH3:28])=[CH:26][CH:25]=[C:24]([NH2:29])[C:23]=1[NH2:30]. No catalyst specified. The product is [CH3:21][C:22]1[C:23]2[N:30]=[C:5]([C:4]3[CH:7]=[CH:8][C:9]([O:10][CH2:11][CH2:12][CH2:13][N:14]4[CH2:19][CH2:18][N:17]([CH3:20])[CH2:16][CH2:15]4)=[C:2]([CH3:1])[CH:3]=3)[NH:29][C:24]=2[CH:25]=[CH:26][C:27]=1[CH3:28]. The yield is 0.750. (6) The product is [Cl:3][C:4]1[N:5]=[CH:6][C:7]2[CH:12]=[CH:11][N:10]([CH3:13])[C:8]=2[N:9]=1. The catalyst is C1COCC1.O. The yield is 0.474. The reactants are [H-].[Na+].[Cl:3][C:4]1[N:5]=[CH:6][C:7]2[CH:12]=[CH:11][NH:10][C:8]=2[N:9]=1.[CH3:13]I. (7) The yield is 0.770. The product is [NH2:1][C:2]1[N:3]=[CH:4][C:5]([C:8]#[C:9][C:10]2[CH:11]=[C:12]([NH:16][C:17]([NH:27][CH:28]3[CH2:33][CH2:32][CH2:31][NH:30][C:29]3=[O:34])=[O:25])[CH:13]=[CH:14][CH:15]=2)=[CH:6][N:7]=1. The catalyst is C1COCC1. The reactants are [NH2:1][C:2]1[N:7]=[CH:6][C:5]([C:8]#[C:9][C:10]2[CH:11]=[C:12]([NH:16][C:17](=[O:25])OC3C=CC=CC=3)[CH:13]=[CH:14][CH:15]=2)=[CH:4][N:3]=1.Cl.[NH2:27][CH:28]1[CH2:33][CH2:32][CH2:31][NH:30][C:29]1=[O:34].C(N(CC)CC)C.